From a dataset of Full USPTO retrosynthesis dataset with 1.9M reactions from patents (1976-2016). Predict the reactants needed to synthesize the given product. (1) Given the product [F:1][C:2]1[C:10]2[N:9]=[C:8]([CH2:11][N:12]([CH:28]3[C:37]4[N:36]=[CH:35][CH:34]=[CH:33][C:32]=4[CH2:31][CH2:30][CH2:29]3)[CH2:13][CH2:14][CH2:15][CH2:16][NH2:17])[NH:7][C:6]=2[CH:5]=[CH:4][CH:3]=1, predict the reactants needed to synthesize it. The reactants are: [F:1][C:2]1[C:10]2[N:9]=[C:8]([CH2:11][N:12]([CH:28]3[C:37]4[N:36]=[CH:35][CH:34]=[CH:33][C:32]=4[CH2:31][CH2:30][CH2:29]3)[CH2:13][CH2:14][CH2:15][CH2:16][N:17]3C(=O)C4C(=CC=CC=4)C3=O)[NH:7][C:6]=2[CH:5]=[CH:4][CH:3]=1.O.NN. (2) Given the product [CH3:8][CH:7]([CH3:9])[CH2:6][CH:5]([C:10]1[CH:11]=[C:12]([C:33]2[CH:34]=[CH:35][C:36]([C:39]([F:41])([F:40])[F:42])=[CH:37][CH:38]=2)[CH:13]=[C:14]([CH:16]2[CH2:21][CH2:20][CH2:19][N:18]([CH2:22][C:23]3[CH:32]=[CH:31][C:26]4[N:27]=[N:28][N:29]([CH3:30])[C:25]=4[CH:24]=3)[CH2:17]2)[CH:15]=1)[C:4]([OH:43])=[O:3], predict the reactants needed to synthesize it. The reactants are: C([O:3][C:4](=[O:43])[CH:5]([C:10]1[CH:11]=[C:12]([C:33]2[CH:38]=[CH:37][C:36]([C:39]([F:42])([F:41])[F:40])=[CH:35][CH:34]=2)[CH:13]=[C:14]([CH:16]2[CH2:21][CH2:20][CH2:19][N:18]([CH2:22][C:23]3[CH:32]=[CH:31][C:26]4[N:27]=[N:28][N:29]([CH3:30])[C:25]=4[CH:24]=3)[CH2:17]2)[CH:15]=1)[CH2:6][CH:7]([CH3:9])[CH3:8])C.[OH-].[K+]. (3) Given the product [CH3:27][C:28]1[CH:37]=[CH:36][C:31]([C:32]2[O:6][C:5]([CH2:4][CH:3]([CH2:8][N:9]3[CH2:14][CH2:13][CH2:12][CH:11]([C:15]4[CH:20]=[CH:19][CH:18]=[C:17]([C:21]([F:23])([F:22])[F:24])[CH:16]=4)[CH2:10]3)[C:2]([F:26])([F:1])[F:25])=[N:35][N:34]=2)=[CH:30][N:29]=1, predict the reactants needed to synthesize it. The reactants are: [F:1][C:2]([F:26])([F:25])[CH:3]([CH2:8][N:9]1[CH2:14][CH2:13][CH2:12][CH:11]([C:15]2[CH:20]=[CH:19][CH:18]=[C:17]([C:21]([F:24])([F:23])[F:22])[CH:16]=2)[CH2:10]1)[CH2:4][C:5](O)=[O:6].[CH3:27][C:28]1[CH:37]=[CH:36][C:31]([C:32]([NH:34][NH2:35])=O)=[CH:30][N:29]=1.O=P(Cl)(Cl)Cl.C([O-])([O-])=O.[Na+].[Na+]. (4) Given the product [F:9][C:10]1[CH:11]=[C:12]2[C:16](=[CH:17][CH:18]=1)[N:15]([N:1]=[O:2])[CH2:14][C:13]2([CH3:20])[CH3:19], predict the reactants needed to synthesize it. The reactants are: [N:1](OCCC(C)C)=[O:2].[F:9][C:10]1[CH:11]=[C:12]2[C:16](=[CH:17][CH:18]=1)[NH:15][CH2:14][C:13]2([CH3:20])[CH3:19].O. (5) Given the product [CH3:29][O:28][C:23]1[CH:24]=[C:25]2[C:20](=[CH:21][CH:22]=1)[CH:19]=[C:18]([C:16](=[O:17])[CH2:15][CH2:9][C:1]([C:2]1[CH:7]=[CH:6][CH:5]=[CH:4][CH:3]=1)=[O:8])[CH:27]=[CH:26]2, predict the reactants needed to synthesize it. The reactants are: [C:1]([CH:9]([CH2:15][C:16]([C:18]1[CH:27]=[CH:26][C:25]2[C:20](=[CH:21][CH:22]=[C:23]([O:28][CH3:29])[CH:24]=2)[CH:19]=1)=[O:17])C(OCC)=O)(=[O:8])[C:2]1[CH:7]=[CH:6][CH:5]=[CH:4][CH:3]=1.[OH-].[Na+].Cl.